Dataset: HIV replication inhibition screening data with 41,000+ compounds from the AIDS Antiviral Screen. Task: Binary Classification. Given a drug SMILES string, predict its activity (active/inactive) in a high-throughput screening assay against a specified biological target. (1) The drug is Oc1ccc(C2Oc3cc4c5c(c3C2c2cc(O)cc(O)c2)C2c3cc(c(O)cc3OC2c2ccc(O)cc2)C2c3c(cc(O)cc3C5C(c3ccc(O)cc3)O4)OC2c2ccc(O)cc2)cc1. The result is 0 (inactive). (2) The compound is CCCCc1ccc(C(N)=O)nc1. The result is 0 (inactive).